This data is from NCI-60 drug combinations with 297,098 pairs across 59 cell lines. The task is: Regression. Given two drug SMILES strings and cell line genomic features, predict the synergy score measuring deviation from expected non-interaction effect. (1) Drug 1: CCC1(CC2CC(C3=C(CCN(C2)C1)C4=CC=CC=C4N3)(C5=C(C=C6C(=C5)C78CCN9C7C(C=CC9)(C(C(C8N6C=O)(C(=O)OC)O)OC(=O)C)CC)OC)C(=O)OC)O.OS(=O)(=O)O. Drug 2: C1CCC(C(C1)N)N.C(=O)(C(=O)[O-])[O-].[Pt+4]. Cell line: COLO 205. Synergy scores: CSS=34.3, Synergy_ZIP=-1.86, Synergy_Bliss=-2.11, Synergy_Loewe=1.41, Synergy_HSA=4.67. (2) Drug 1: C1=CC(=CC=C1CCC2=CNC3=C2C(=O)NC(=N3)N)C(=O)NC(CCC(=O)O)C(=O)O. Drug 2: CC1C(C(CC(O1)OC2CC(OC(C2O)C)OC3=CC4=CC5=C(C(=O)C(C(C5)C(C(=O)C(C(C)O)O)OC)OC6CC(C(C(O6)C)O)OC7CC(C(C(O7)C)O)OC8CC(C(C(O8)C)O)(C)O)C(=C4C(=C3C)O)O)O)O. Cell line: MCF7. Synergy scores: CSS=33.8, Synergy_ZIP=1.97, Synergy_Bliss=1.89, Synergy_Loewe=-4.48, Synergy_HSA=2.09.